This data is from Experimentally validated miRNA-target interactions with 360,000+ pairs, plus equal number of negative samples. The task is: Binary Classification. Given a miRNA mature sequence and a target amino acid sequence, predict their likelihood of interaction. (1) The miRNA is mmu-miR-466i-3p with sequence AUACACACACACAUACACACUA. The protein sequence of the target gene is MFRKKKKKRPEISAPQNFQHRVHTSFDPKEGKFVGLPPQWQNILDTLRRPKPVVDPSRITRVQLQPMKTVVRGSSVPTEGYISGLLNDIQKLSVISSNTLRGRSPTSRRRAQSLGLLGDDQWAADPDMYLQSPQSEHTDPHGLYLSCNGGTPAGHRQVPWPEPQSPQALPNGMAAKAQSLGPAEFQGASQRCLQQLGACLQSSPPGTSPPMATGRRGVKVAKHSSEEARPQSCLVGSAIGRPGGEGSPSPKNQESSLKHRLFRSMFLSTPATGAASSSKPVPLPQNKPNSAFRPPQKDSS.... Result: 1 (interaction). (2) The miRNA is hsa-miR-4687-3p with sequence UGGCUGUUGGAGGGGGCAGGC. The protein sequence of the target gene is MVCGGFACSKNALCALNVVYMLVSLLLIGVAAWGKGLGLVSSIHIIGGVIAVGVFLLLIAVAGLVGAVNHHQVLLFFYMIILGLVFIFQFVISCSCLAINRSKQTDVINASWWVMSNKTRDELERSFDCCGLFNLTTLYQQDYDFCTAICKSQSPTCQMCGEKFLKHSDEALKILGGVGLFFSFTEILGVWLAMRFRNQKDPRANPSAFL. Result: 0 (no interaction). (3) The miRNA is cel-miR-248 with sequence AUACACGUGCACGGAUAACGCUCA. The protein sequence of the target gene is MSGGLAPSKSTVYVSNLPFSLTNNDLYRIFSKYGKVVKVTIMKDKDTRKSKGVAFILFLDKDSAQNCTRAINNKQLFGRVIKASIAIDNGRAAEFIRRRNYFDKSKCYECGESGHLSYACPKNMLGEREPPKKKEKKKKKKAPEPEEEIEEVEESEDEGEDPALDSLSQAIAFQQAKIEEEQKKWKPSSGVPSTSDDSRRPRIKKSTYFSDEEELSD. Result: 0 (no interaction). (4) The miRNA is hsa-miR-98-5p with sequence UGAGGUAGUAAGUUGUAUUGUU. The protein sequence of the target gene is MRLSVRRVLLAAGCALVLVLAVQLGQQVLECRAVLAGLRSPRGAMRPEQEELVMVGTNHVEYRYGKAMPLIFVGGVPRSGTTLMRAMLDAHPEVRCGEETRIIPRVLAMRQAWSKSGREKLRLDEAGVTDEVLDAAMQAFILEVIAKHGEPARVLCNKDPFTLKSSVYLSRLFPNSKFLLMVRDGRASVHSMITRKVTIAGFDLSSYRDCLTKWNKAIEVMYAQCMEVGKEKCLPVYYEQLVLHPRRSLKLILDFLGIAWSDAVLHHEDLIGKPGGVSLSKIERSTDQVIKPVNLEALSK.... Result: 1 (interaction).